This data is from Reaction yield outcomes from USPTO patents with 853,638 reactions. The task is: Predict the reaction yield, written as a fraction of the theoretical maximum amount of product (1.0 means a 100% yield; for example, 0.34 means a 34% yield). (1) The reactants are O=[CH:2][C:3]([NH:5][CH2:6][CH:7]1[O:11][CH2:10][N:9]([C:12]2[CH:17]=[CH:16][C:15]([N:18]3[CH:22]=[C:21]([C:23](C)(C)[O:24][SiH2]C(C)(C)C)[N:20]=[CH:19]3)=[C:14]([F:32])[CH:13]=2)[CH2:8]1)=[O:4].CCCC[N+](CCCC)(CCCC)CCCC.[F-].C1C[O:54]CC1. No catalyst specified. The product is [F:32][C:14]1[CH:13]=[C:12]([N:9]2[CH2:8][C@H:7]([CH2:6][NH:5][C:3](=[O:4])[CH3:2])[O:11][C:10]2=[O:54])[CH:17]=[CH:16][C:15]=1[N:18]1[CH:22]=[C:21]([CH2:23][OH:24])[N:20]=[CH:19]1. The yield is 0.960. (2) The reactants are [BH4-].[Na+].[Cl:3][C:4]1[CH:27]=[CH:26][C:7]([C:8]([C:10]2[CH:11]=[C:12]3[C:17](=[CH:18][CH:19]=2)[NH:16][C:15](=[O:20])[CH:14]=[C:13]3[N:21]2[CH:25]=[CH:24][N:23]=[CH:22]2)=[O:9])=[CH:6][CH:5]=1.O. The catalyst is CO.C1COCC1. The product is [Cl:3][C:4]1[CH:27]=[CH:26][C:7]([CH:8]([OH:9])[C:10]2[CH:11]=[C:12]3[C:17](=[CH:18][CH:19]=2)[NH:16][C:15](=[O:20])[CH:14]=[C:13]3[N:21]2[CH:25]=[CH:24][N:23]=[CH:22]2)=[CH:6][CH:5]=1. The yield is 0.850. (3) The reactants are [CH3:1][C:2]1[CH:7]=[C:6]([CH3:8])[NH:5][C:4](=[O:9])[C:3]=1[CH2:10][NH:11][C:12]([C:14]1[C:15]2[CH:36]=[N:35][N:34]([CH:37]([CH3:39])[CH3:38])[C:16]=2[N:17]=[C:18]([C:20]2[CH2:21][CH2:22][N:23]([C:26]([CH:28]3[CH2:33][CH2:32][NH:31][CH2:30][CH2:29]3)=[O:27])[CH2:24][CH:25]=2)[CH:19]=1)=[O:13].C=O.[BH3-][C:43]#N.[Na+]. The catalyst is CO. The product is [CH3:1][C:2]1[CH:7]=[C:6]([CH3:8])[NH:5][C:4](=[O:9])[C:3]=1[CH2:10][NH:11][C:12]([C:14]1[C:15]2[CH:36]=[N:35][N:34]([CH:37]([CH3:39])[CH3:38])[C:16]=2[N:17]=[C:18]([C:20]2[CH2:21][CH2:22][N:23]([C:26]([CH:28]3[CH2:29][CH2:30][N:31]([CH3:43])[CH2:32][CH2:33]3)=[O:27])[CH2:24][CH:25]=2)[CH:19]=1)=[O:13]. The yield is 0.290. (4) The reactants are [C:1]([O:9][CH2:10][C:11]1[S:12][CH:13]=[C:14]([C:16]2[CH:24]=[CH:23][C:19]([C:20](O)=[O:21])=[CH:18][CH:17]=2)[N:15]=1)(=[O:8])[C:2]1[CH:7]=[CH:6][CH:5]=[CH:4][CH:3]=1.C(N1C=CN=C1)(N1C=CN=C1)=O.[BH4-].[Na+].C(=O)([O-])O.[Na+]. The catalyst is O1CCCC1.C(OCC)(=O)C. The product is [C:1]([O:9][CH2:10][C:11]1[S:12][CH:13]=[C:14]([C:16]2[CH:17]=[CH:18][C:19]([CH2:20][OH:21])=[CH:23][CH:24]=2)[N:15]=1)(=[O:8])[C:2]1[CH:7]=[CH:6][CH:5]=[CH:4][CH:3]=1. The yield is 0.775. (5) The reactants are Br[C:2]1[CH:3]=[C:4]([NH:10][C:11]2[NH:15][N:14]=[C:13]([CH:16]3[CH2:18][CH2:17]3)[CH:12]=2)[C:5](=[O:9])[N:6]([CH3:8])[CH:7]=1.[C:19]([O:22][CH2:23][C:24]1[C:25]([N:39]2[CH2:51][CH2:50][N:42]3[C:43]4[CH2:44][CH2:45][CH2:46][CH2:47][C:48]=4[CH:49]=[C:41]3[C:40]2=[O:52])=[N:26][CH:27]=[CH:28][C:29]=1B1OC(C)(C)C(C)(C)O1)(=[O:21])[CH3:20].[O-]P([O-])([O-])=O.[K+].[K+].[K+].CC([O-])=O.[Na+]. The catalyst is C1C=CC(P(C2C=CC=CC=2)[C-]2C=CC=C2)=CC=1.C1C=CC(P(C2C=CC=CC=2)[C-]2C=CC=C2)=CC=1.Cl[Pd]Cl.[Fe+2].O.CC#N. The product is [C:19]([O:22][CH2:23][C:24]1[C:25]([N:39]2[CH2:51][CH2:50][N:42]3[C:43]4[CH2:44][CH2:45][CH2:46][CH2:47][C:48]=4[CH:49]=[C:41]3[C:40]2=[O:52])=[N:26][CH:27]=[CH:28][C:29]=1[C:2]1[CH:3]=[C:4]([NH:10][C:11]2[CH:12]=[C:13]([CH:16]3[CH2:18][CH2:17]3)[NH:14][N:15]=2)[C:5](=[O:9])[N:6]([CH3:8])[CH:7]=1)(=[O:21])[CH3:20]. The yield is 0.680. (6) The reactants are CCN(C(C)C)C(C)C.[CH3:10][O:11][C:12]1[CH:13]=[CH:14][CH:15]=[C:16]2[C:21]=1[O:20][C:19](=[O:22])[C:18]([C:23]([OH:25])=O)=[CH:17]2.CN(C(ON1N=NC2C=CC=NC1=2)=[N+](C)C)C.F[P-](F)(F)(F)(F)F.[NH:50]1[C:58]2[C:53](=[CH:54][CH:55]=[C:56]([C:59]3[CH:60]=[C:61]([NH2:65])[CH:62]=[CH:63][CH:64]=3)[CH:57]=2)[CH:52]=[CH:51]1. The catalyst is CN(C=O)C. The product is [NH:50]1[C:58]2[C:53](=[CH:54][CH:55]=[C:56]([C:59]3[CH:60]=[C:61]([NH:65][C:23]([C:18]4[C:19](=[O:22])[O:20][C:21]5[C:16]([CH:17]=4)=[CH:15][CH:14]=[CH:13][C:12]=5[O:11][CH3:10])=[O:25])[CH:62]=[CH:63][CH:64]=3)[CH:57]=2)[CH:52]=[CH:51]1. The yield is 0.530. (7) The reactants are [NH2:1][C:2]1[C:7]([C:8]([NH:10][C:11]2([C:20]([OH:22])=[O:21])[CH2:19][C:18]3[C:13](=[CH:14][CH:15]=[CH:16][CH:17]=3)[CH2:12]2)=[O:9])=[C:6]([CH:23]=[C:24]([CH3:26])[CH3:25])[C:5]([CH3:27])=[CH:4][CH:3]=1.[C:28](O)(=[O:30])[CH3:29]. The catalyst is [Pd]. The product is [C:28]([NH:1][C:2]1[C:7]([C:8]([NH:10][C:11]2([C:20]([OH:22])=[O:21])[CH2:12][C:13]3[C:18](=[CH:17][CH:16]=[CH:15][CH:14]=3)[CH2:19]2)=[O:9])=[C:6]([CH:23]=[C:24]([CH3:25])[CH3:26])[C:5]([CH3:27])=[CH:4][CH:3]=1)(=[O:30])[CH3:29]. The yield is 0.860.